Dataset: Peptide-MHC class I binding affinity with 185,985 pairs from IEDB/IMGT. Task: Regression. Given a peptide amino acid sequence and an MHC pseudo amino acid sequence, predict their binding affinity value. This is MHC class I binding data. The peptide sequence is IRKPKHLYV. The MHC is HLA-A02:12 with pseudo-sequence HLA-A02:12. The binding affinity (normalized) is 0.0847.